Dataset: Catalyst prediction with 721,799 reactions and 888 catalyst types from USPTO. Task: Predict which catalyst facilitates the given reaction. (1) Reactant: C(OC(=O)[NH:7][C@@H:8]([CH2:18][NH:19][C:20]([C:22]1[S:23][C:24]([Cl:27])=[CH:25][CH:26]=1)=[O:21])[C:9]([N:11]1[CH2:16][CH2:15][N:14]([CH3:17])[CH2:13][CH2:12]1)=[O:10])(C)(C)C.[ClH:29]. Product: [ClH:27].[ClH:29].[NH2:7][C@H:8]([C:9]([N:11]1[CH2:12][CH2:13][N:14]([CH3:17])[CH2:15][CH2:16]1)=[O:10])[CH2:18][NH:19][C:20]([C:22]1[S:23][C:24]([Cl:27])=[CH:25][CH:26]=1)=[O:21]. The catalyst class is: 13. (2) Reactant: [N:1]1[C:10]2[C:5](=[CH:6][C:7]([CH2:11][N:12]3[C:16]4=[N:17][C:18]([C:21]5[CH:29]=[CH:28][C:24]([C:25](O)=[O:26])=[CH:23][CH:22]=5)=[CH:19][CH:20]=[C:15]4[N:14]=[N:13]3)=[CH:8][CH:9]=2)[CH:4]=[CH:3][CH:2]=1.C1C=CC2N(O)N=NC=2C=1.CCN=C=NCCCN(C)C.Cl.C(N(CC)CC)C.[N:59]1([CH2:65][CH2:66][OH:67])[CH2:64][CH2:63][NH:62][CH2:61][CH2:60]1. Product: [OH:67][CH2:66][CH2:65][N:59]1[CH2:64][CH2:63][N:62]([C:25]([C:24]2[CH:23]=[CH:22][C:21]([C:18]3[N:17]=[C:16]4[N:12]([CH2:11][C:7]5[CH:6]=[C:5]6[C:10](=[CH:9][CH:8]=5)[N:1]=[CH:2][CH:3]=[CH:4]6)[N:13]=[N:14][C:15]4=[CH:20][CH:19]=3)=[CH:29][CH:28]=2)=[O:26])[CH2:61][CH2:60]1. The catalyst class is: 18. (3) Reactant: [F:1][C:2]([F:12])([F:11])[CH:3]1[CH2:8][C:7](=[O:9])[CH2:6][C:5](=[O:10])[CH2:4]1.[O:13](S(C(F)(F)F)(=O)=O)[S:14]([C:17]([F:20])([F:19])[F:18])(=O)=[O:15]. Product: [F:18][C:17]([F:20])([F:19])[S:14]([O:9][C:7]1[CH2:8][CH:3]([C:2]([F:11])([F:12])[F:1])[CH2:4][C:5](=[O:10])[CH:6]=1)(=[O:15])=[O:13]. The catalyst class is: 2.